Dataset: NCI-60 drug combinations with 297,098 pairs across 59 cell lines. Task: Regression. Given two drug SMILES strings and cell line genomic features, predict the synergy score measuring deviation from expected non-interaction effect. (1) Drug 1: CC1C(C(CC(O1)OC2CC(CC3=C2C(=C4C(=C3O)C(=O)C5=C(C4=O)C(=CC=C5)OC)O)(C(=O)CO)O)N)O.Cl. Drug 2: CC(C)NC(=O)C1=CC=C(C=C1)CNNC.Cl. Cell line: NCI/ADR-RES. Synergy scores: CSS=2.86, Synergy_ZIP=7.67, Synergy_Bliss=13.7, Synergy_Loewe=1.11, Synergy_HSA=1.67. (2) Drug 1: C1CCN(CC1)CCOC2=CC=C(C=C2)C(=O)C3=C(SC4=C3C=CC(=C4)O)C5=CC=C(C=C5)O. Drug 2: CC12CCC3C(C1CCC2=O)CC(=C)C4=CC(=O)C=CC34C. Cell line: RPMI-8226. Synergy scores: CSS=17.4, Synergy_ZIP=1.18, Synergy_Bliss=2.45, Synergy_Loewe=-1.05, Synergy_HSA=-0.216. (3) Drug 1: CNC(=O)C1=CC=CC=C1SC2=CC3=C(C=C2)C(=NN3)C=CC4=CC=CC=N4. Drug 2: C1CCC(C(C1)N)N.C(=O)(C(=O)[O-])[O-].[Pt+4]. Cell line: NCI-H322M. Synergy scores: CSS=2.64, Synergy_ZIP=-2.18, Synergy_Bliss=-1.46, Synergy_Loewe=-1.98, Synergy_HSA=-1.98. (4) Drug 1: CC12CCC(CC1=CCC3C2CCC4(C3CC=C4C5=CN=CC=C5)C)O. Drug 2: COC1=CC(=CC(=C1O)OC)C2C3C(COC3=O)C(C4=CC5=C(C=C24)OCO5)OC6C(C(C7C(O6)COC(O7)C8=CC=CS8)O)O. Cell line: UACC62. Synergy scores: CSS=28.7, Synergy_ZIP=-10.7, Synergy_Bliss=-3.09, Synergy_Loewe=-21.8, Synergy_HSA=-1.81. (5) Drug 1: CN1CCC(CC1)COC2=C(C=C3C(=C2)N=CN=C3NC4=C(C=C(C=C4)Br)F)OC. Drug 2: CS(=O)(=O)CCNCC1=CC=C(O1)C2=CC3=C(C=C2)N=CN=C3NC4=CC(=C(C=C4)OCC5=CC(=CC=C5)F)Cl. Cell line: NCI-H522. Synergy scores: CSS=6.44, Synergy_ZIP=-10.9, Synergy_Bliss=-6.38, Synergy_Loewe=-9.48, Synergy_HSA=-5.48. (6) Drug 1: CNC(=O)C1=NC=CC(=C1)OC2=CC=C(C=C2)NC(=O)NC3=CC(=C(C=C3)Cl)C(F)(F)F. Drug 2: COC1=C2C(=CC3=C1OC=C3)C=CC(=O)O2. Cell line: EKVX. Synergy scores: CSS=3.78, Synergy_ZIP=-0.417, Synergy_Bliss=1.80, Synergy_Loewe=3.07, Synergy_HSA=3.20.